This data is from Full USPTO retrosynthesis dataset with 1.9M reactions from patents (1976-2016). The task is: Predict the reactants needed to synthesize the given product. (1) Given the product [Br:15][C:16]1[C:17]2[C:18]([CH2:42][CH2:41][C:38]3[CH:39]=[CH:40][C:35]([Cl:34])=[CH:36][CH:37]=3)=[C:19]3[CH:28]([CH2:29][C:30]([O:32][CH3:33])=[O:31])[CH2:27][CH2:26][N:20]3[C:21]=2[CH:22]=[C:23]([F:25])[CH:24]=1, predict the reactants needed to synthesize it. The reactants are: FC(F)(F)C(O)=O.C([SiH](CC)CC)C.[Br:15][C:16]1[C:17]2[CH:18]=[C:19]3[CH:28]([CH2:29][C:30]([O:32][CH3:33])=[O:31])[CH2:27][CH2:26][N:20]3[C:21]=2[CH:22]=[C:23]([F:25])[CH:24]=1.[Cl:34][C:35]1[CH:40]=[CH:39][C:38]([CH2:41][CH:42]=O)=[CH:37][CH:36]=1. (2) Given the product [CH:1]1([C:4]2[N:8]([CH3:9])[C:7]3[CH:10]=[CH:11][C:12]4[C@H:13]([O:25][CH2:14][CH2:15][O:16][CH3:17])[C@H:14]([OH:24])[C@@H:15]([C:18]5[CH:19]=[CH:20][CH:21]=[CH:22][CH:23]=5)[O:16][C:17]=4[C:6]=3[N:5]=2)[CH2:2][CH2:3]1, predict the reactants needed to synthesize it. The reactants are: [CH:1]1([C:4]2[N:8]([CH3:9])[C:7]3[CH:10]=[CH:11][C:12]4[C@@H:13]([OH:25])[C@H:14]([OH:24])[C@@H:15]([C:18]5[CH:23]=[CH:22][CH:21]=[CH:20][CH:19]=5)[O:16][C:17]=4[C:6]=3[N:5]=2)[CH2:3][CH2:2]1.S(=O)(=O)(O)O. (3) Given the product [CH3:32][O:1][C:2]1[CH:7]=[CH:6][CH:5]=[CH:4][C:3]=1[CH:8]([NH:13][C:14]([CH2:16][C:17]1[CH:18]=[CH:19][C:20]([O:21][C:22]([CH3:29])([CH3:28])[C:23]([O:25][CH2:26][CH3:27])=[O:24])=[CH:30][CH:31]=1)=[O:15])[CH2:9][CH2:10][CH2:11][CH3:12], predict the reactants needed to synthesize it. The reactants are: [OH:1][C:2]1[CH:7]=[CH:6][CH:5]=[CH:4][C:3]=1[CH:8]([NH:13][C:14]([CH2:16][C:17]1[CH:31]=[CH:30][C:20]([O:21][C:22]([CH3:29])([CH3:28])[C:23]([O:25][CH2:26][CH3:27])=[O:24])=[CH:19][CH:18]=1)=[O:15])[CH2:9][CH2:10][CH2:11][CH3:12].[C:32](=O)([O-])[O-].[K+].[K+].IC.Cl. (4) The reactants are: [Br:1][C:2]1[CH:7]=[C:6]([C:8]([F:11])([F:10])[F:9])[C:5]([N:12]([CH2:18][C:19]2[CH:24]=[CH:23][CH:22]=[C:21]([C:25]([F:28])([F:27])[F:26])[CH:20]=2)[C:13](=[O:17])[O:14][CH2:15][CH3:16])=[C:4]([N+:29]([O-])=O)[CH:3]=1.[BH4-].[Na+].Cl.C(=O)(O)[O-].[Na+]. Given the product [NH2:29][C:4]1[CH:3]=[C:2]([Br:1])[CH:7]=[C:6]([C:8]([F:9])([F:10])[F:11])[C:5]=1[N:12]([CH2:18][C:19]1[CH:24]=[CH:23][CH:22]=[C:21]([C:25]([F:28])([F:26])[F:27])[CH:20]=1)[C:13](=[O:17])[O:14][CH2:15][CH3:16], predict the reactants needed to synthesize it. (5) Given the product [F:18][C:19]([F:26])([F:25])[C:20](=[O:21])[CH2:16][C:15]([C:12]1[CH:13]=[CH:14][C:9]([O:8][CH3:7])=[CH:10][CH:11]=1)=[O:17], predict the reactants needed to synthesize it. The reactants are: CC(C)([O-])C.[K+].[CH3:7][O:8][C:9]1[CH:14]=[CH:13][C:12]([C:15](=[O:17])[CH3:16])=[CH:11][CH:10]=1.[F:18][C:19]([F:26])([F:25])[C:20](OCC)=[O:21]. (6) Given the product [Cl:1][C:2]1[N:11]=[C:10]2[C:5]([CH2:6][CH2:7][CH2:8][NH:9]2)=[CH:4][CH:3]=1, predict the reactants needed to synthesize it. The reactants are: [Cl:1][C:2]1[N:11]=[C:10]2[C:5]([CH2:6][CH2:7][CH2:8][N:9]2C(OC(C)(C)C)=O)=[CH:4][CH:3]=1. (7) The reactants are: [CH3:1][N:2]1[CH2:7][CH2:6][N:5]([CH:8]([C:13]2[C:18]([CH3:19])=[CH:17][CH:16]=[CH:15][N:14]=2)[C:9](OC)=[O:10])[CH2:4][CH2:3]1.CC(N1CCN(C)CC1)(C1C(C)=CC=CN=1)C([O-])=O.O.[NH2:40][NH2:41]. Given the product [CH3:1][N:2]1[CH2:7][CH2:6][N:5]([CH:8]([C:13]2[C:18]([CH3:19])=[CH:17][CH:16]=[CH:15][N:14]=2)[C:9]([NH:40][NH2:41])=[O:10])[CH2:4][CH2:3]1, predict the reactants needed to synthesize it.